Dataset: Peptide-MHC class II binding affinity with 134,281 pairs from IEDB. Task: Regression. Given a peptide amino acid sequence and an MHC pseudo amino acid sequence, predict their binding affinity value. This is MHC class II binding data. (1) The MHC is DRB1_0405 with pseudo-sequence DRB1_0405. The peptide sequence is PANPGLIIGALA. The binding affinity (normalized) is 0. (2) The peptide sequence is ADPVKVTRSALQNAASIAGL. The MHC is DRB1_0301 with pseudo-sequence DRB1_0301. The binding affinity (normalized) is 0.0759. (3) The peptide sequence is ASKNFHLQKNTIGTG. The MHC is HLA-DPA10201-DPB10501 with pseudo-sequence HLA-DPA10201-DPB10501. The binding affinity (normalized) is 0.170. (4) The peptide sequence is SPDLELSWNLNGLQAY. The MHC is DRB1_0401 with pseudo-sequence DRB1_0401. The binding affinity (normalized) is 0.130.